Dataset: Forward reaction prediction with 1.9M reactions from USPTO patents (1976-2016). Task: Predict the product of the given reaction. (1) Given the reactants [CH2:1]([O:8][C:9]([N:11]1[CH2:16][C@H:15]([NH:17][C:18]([O:20][C:21]([CH3:24])([CH3:23])[CH3:22])=[O:19])[CH2:14][C@H:13]([C:25]([OH:27])=[O:26])[CH2:12]1)=[O:10])[C:2]1[CH:7]=[CH:6][CH:5]=[CH:4][CH:3]=1.CO.[CH2:30](Cl)CCl.CN(C1C=CC=CN=1)C, predict the reaction product. The product is: [C:21]([O:20][C:18]([NH:17][C@H:15]1[CH2:16][N:11]([C:9]([O:8][CH2:1][C:2]2[CH:3]=[CH:4][CH:5]=[CH:6][CH:7]=2)=[O:10])[CH2:12][C@@H:13]([C:25]([O:27][CH3:30])=[O:26])[CH2:14]1)=[O:19])([CH3:23])([CH3:24])[CH3:22]. (2) Given the reactants [Br:1][C:2]1[CH:8]=[CH:7][C:5]([NH2:6])=[CH:4][C:3]=1[F:9].P(Cl)(Cl)Cl.[Cl:14][C:15]1[CH:23]=[C:19]([C:20](O)=[O:21])[C:18]([OH:24])=[CH:17][CH:16]=1.C(=O)([O-])O.[Na+], predict the reaction product. The product is: [Br:1][C:2]1[CH:8]=[CH:7][C:5]([NH:6][C:20](=[O:21])[C:19]2[CH:23]=[C:15]([Cl:14])[CH:16]=[CH:17][C:18]=2[OH:24])=[CH:4][C:3]=1[F:9]. (3) Given the reactants [Cl:1][C:2]1[CH:9]=[C:8]([N:10]([CH2:16][C:17]2[CH:22]=[CH:21][CH:20]=[CH:19][C:18]=2[F:23])[C@H:11]2[CH2:15][CH2:14][NH:13][CH2:12]2)[CH:7]=[CH:6][C:3]=1[C:4]#[N:5].[Cl:24][CH2:25][S:26](Cl)(=[O:28])=[O:27], predict the reaction product. The product is: [Cl:1][C:2]1[CH:9]=[C:8]([N:10]([C@H:11]2[CH2:15][CH2:14][N:13]([S:26]([CH2:25][Cl:24])(=[O:28])=[O:27])[CH2:12]2)[CH2:16][C:17]2[CH:22]=[CH:21][CH:20]=[CH:19][C:18]=2[F:23])[CH:7]=[CH:6][C:3]=1[C:4]#[N:5]. (4) The product is: [CH3:30][C:29]([CH3:32])([CH3:31])[CH2:28][C@H:23]([NH:22][C:15]([C:13]1[CH:12]=[CH:11][C:10]([C:18]([F:21])([F:20])[F:19])=[C:9]([O:8][CH2:7][CH:4]2[CH2:3][CH2:2][O:1][CH2:6][CH2:5]2)[N:14]=1)=[O:17])[C:24](=[O:25])[NH:26][CH3:27]. Given the reactants [O:1]1[CH2:6][CH2:5][CH:4]([CH2:7][O:8][C:9]2[N:14]=[C:13]([C:15]([OH:17])=O)[CH:12]=[CH:11][C:10]=2[C:18]([F:21])([F:20])[F:19])[CH2:3][CH2:2]1.[NH2:22][C@@H:23]([CH2:28][C:29]([CH3:32])([CH3:31])[CH3:30])[C:24]([NH:26][CH3:27])=[O:25], predict the reaction product. (5) The product is: [NH2:26][C:25]1[N:24]([CH3:23])[C:28](=[O:31])[C:10]([C:7]2[CH:6]=[CH:5][C:4]([O:3][CH:2]([F:1])[F:21])=[CH:9][CH:8]=2)([C:11]2[CH:13]=[CH:18][CH:17]=[C:16]([OH:36])[CH:15]=2)[N:27]=1. Given the reactants [F:1][CH:2]([F:21])[O:3][C:4]1[CH:9]=[CH:8][C:7]([C:10](=O)[C:11]([C:13]2[CH:18]=[CH:17][CH:16]=[C:15](O)C=2)=O)=[CH:6][CH:5]=1.Cl.[CH3:23][NH:24][C:25]([NH2:27])=[NH:26].[C:28](=[O:31])([O-])[O-].[Na+].[Na+].C([OH:36])C, predict the reaction product.